This data is from Forward reaction prediction with 1.9M reactions from USPTO patents (1976-2016). The task is: Predict the product of the given reaction. (1) Given the reactants [C:1]([CH:3]([CH2:9][CH3:10])[C:4](OCC)=[O:5])#[N:2].[C:11]1([NH:17][NH2:18])[CH:16]=[CH:15][CH:14]=[CH:13][CH:12]=1.O1CCOCC1.CC[O-].[Na+], predict the reaction product. The product is: [NH2:2][C:1]1[N:17]([C:11]2[CH:16]=[CH:15][CH:14]=[CH:13][CH:12]=2)[NH:18][C:4](=[O:5])[C:3]=1[CH2:9][CH3:10]. (2) Given the reactants [CH2:1]([O:8][C:9]1[CH:10]=[C:11]([CH2:25][OH:26])[CH:12]=[C:13]([CH2:15][O:16][C:17]2[CH:22]=[CH:21][C:20]([Cl:23])=[CH:19][C:18]=2[Cl:24])[CH:14]=1)[C:2]1[CH:7]=[CH:6][CH:5]=[CH:4][CH:3]=1.O[C:28]1[CH:32]=[C:31]([CH2:33][CH2:34][C:35]([O:37]CC)=[O:36])[N:30]([C:40]2[CH:45]=[CH:44][CH:43]=[CH:42][CH:41]=2)[N:29]=1.C(P(CCCC)CCCC)CCC.N(C(N1CCCCC1)=O)=NC(N1CCCCC1)=O.O1CCCC1CCO.[OH-].[Na+].Cl, predict the reaction product. The product is: [CH2:1]([O:8][C:9]1[CH:10]=[C:11]([CH:12]=[C:13]([CH2:15][O:16][C:17]2[CH:22]=[CH:21][C:20]([Cl:23])=[CH:19][C:18]=2[Cl:24])[CH:14]=1)[CH2:25][O:26][C:28]1[CH:32]=[C:31]([CH2:33][CH2:34][C:35]([OH:37])=[O:36])[N:30]([C:40]2[CH:45]=[CH:44][CH:43]=[CH:42][CH:41]=2)[N:29]=1)[C:2]1[CH:7]=[CH:6][CH:5]=[CH:4][CH:3]=1.